Task: Predict the reaction yield, written as a fraction of the theoretical maximum amount of product (1.0 means a 100% yield; for example, 0.34 means a 34% yield).. Dataset: Reaction yield outcomes from USPTO patents with 853,638 reactions (1) The reactants are [H-].[Na+].[C:3]([O:7][N:8]=[C:9]1[C:18]2[C:13](=[CH:14][CH:15]=[C:16]([OH:19])[CH:17]=2)[O:12][C:11]([C:20]2[N:25]=[CH:24][N:23]3[CH:26]=[CH:27][CH:28]=[C:22]3[CH:21]=2)=[CH:10]1)([CH3:6])([CH3:5])[CH3:4].Cl[CH2:30][CH2:31][O:32][C:33]1[CH:38]=[CH:37][N:36]=[CH:35][CH:34]=1.C1OCCOCCOCCOCCOC1. The catalyst is CN1C(=O)CCC1.[I-].C([N+](CCCC)(CCCC)CCCC)CCC.[Cl-].[NH4+]. The product is [C:3]([O:7][N:8]=[C:9]1[C:18]2[C:13](=[CH:14][CH:15]=[C:16]([O:19][CH2:30][CH2:31][O:32][C:33]3[CH:38]=[CH:37][N:36]=[CH:35][CH:34]=3)[CH:17]=2)[O:12][C:11]([C:20]2[N:25]=[CH:24][N:23]3[CH:26]=[CH:27][CH:28]=[C:22]3[CH:21]=2)=[CH:10]1)([CH3:6])([CH3:4])[CH3:5]. The yield is 0.420. (2) The reactants are CC1(C)C(C)(C)OB([C:9]2[CH:21]=[CH:20][C:12]([CH2:13][N:14]3[CH2:19][CH2:18][O:17][CH2:16][CH2:15]3)=[CH:11][CH:10]=2)O1.Br[C:24]1[N:29]2[N:30]=[C:31]([NH2:33])[N:32]=[C:28]2[CH:27]=[CH:26][CH:25]=1.C(=O)([O-])[O-].[Cs+].[Cs+].C(COC)OC.O. The catalyst is C(OCC)(=O)C.C1C=CC(P(C2C=CC=CC=2)[C-]2C=CC=C2)=CC=1.C1C=CC(P(C2C=CC=CC=2)[C-]2C=CC=C2)=CC=1.Cl[Pd]Cl.[Fe+2]. The product is [O:17]1[CH2:16][CH2:15][N:14]([CH2:13][C:12]2[CH:11]=[CH:10][C:9]([C:24]3[N:29]4[N:30]=[C:31]([NH2:33])[N:32]=[C:28]4[CH:27]=[CH:26][CH:25]=3)=[CH:21][CH:20]=2)[CH2:19][CH2:18]1. The yield is 0.690. (3) The yield is 0.790. The catalyst is [Cu]I.C1C=CC([P]([Pd]([P](C2C=CC=CC=2)(C2C=CC=CC=2)C2C=CC=CC=2)([P](C2C=CC=CC=2)(C2C=CC=CC=2)C2C=CC=CC=2)[P](C2C=CC=CC=2)(C2C=CC=CC=2)C2C=CC=CC=2)(C2C=CC=CC=2)C2C=CC=CC=2)=CC=1.CN(C=O)C. The product is [CH3:29][Si:28]([C:26]#[C:27][C:2]1[NH:6][C:5]([C@@H:7]2[CH2:11][CH2:10][CH2:9][N:8]2[C:12]([O:14][C:15]([CH3:18])([CH3:17])[CH3:16])=[O:13])=[N:4][CH:3]=1)([CH3:31])[CH3:30]. The reactants are I[C:2]1[NH:6][C:5]([C@@H:7]2[CH2:11][CH2:10][CH2:9][N:8]2[C:12]([O:14][C:15]([CH3:18])([CH3:17])[CH3:16])=[O:13])=[N:4][CH:3]=1.C(N(CC)CC)C.[C:26]([Si:28]([CH3:31])([CH3:30])[CH3:29])#[CH:27]. (4) The reactants are Cl[C:2]1[N:11]=[CH:10][C:9]2[N:8]([C:12]3[CH:13]=[N+:14]([O-:18])[CH:15]=[CH:16][CH:17]=3)[C:7](=[O:19])[C@@H:6]([CH3:20])[N:5]([CH:21]3[CH2:26][CH2:25][CH2:24][CH2:23][CH2:22]3)[C:4]=2[N:3]=1.[F:27][C:28]1[CH:29]=[C:30]([NH2:37])[CH:31]=[C:32]2[C:36]=1[NH:35][N:34]=[CH:33]2.C(O)C(F)(F)F.FC(F)(F)C(O)=O. No catalyst specified. The product is [CH:21]1([N:5]2[C:4]3[N:3]=[C:2]([NH:37][C:30]4[CH:31]=[C:32]5[C:36](=[C:28]([F:27])[CH:29]=4)[NH:35][N:34]=[CH:33]5)[N:11]=[CH:10][C:9]=3[N:8]([C:12]3[CH:13]=[N+:14]([O-:18])[CH:15]=[CH:16][CH:17]=3)[C:7](=[O:19])[C@H:6]2[CH3:20])[CH2:26][CH2:25][CH2:24][CH2:23][CH2:22]1. The yield is 0.240. (5) The yield is 0.440. The product is [Cl:1][C:2]1[N:7]=[C:6]([NH:8][C:9]2[C:10]([O:16][CH2:26][CH2:25][O:24][CH:19]3[CH2:20][CH2:21][CH2:22][CH2:23][O:18]3)=[CH:11][CH:12]=[CH:13][C:14]=2[F:15])[C:5]([Cl:17])=[CH:4][N:3]=1. The reactants are [Cl:1][C:2]1[N:7]=[C:6]([NH:8][C:9]2[C:14]([F:15])=[CH:13][CH:12]=[CH:11][C:10]=2[OH:16])[C:5]([Cl:17])=[CH:4][N:3]=1.[O:18]1[CH2:23][CH2:22][CH2:21][CH2:20][CH:19]1[O:24][CH2:25][CH2:26]O.C1(P(C2C=CC=CC=2)C2C=CC=CC=2)C=CC=CC=1.N(C(OC(C)(C)C)=O)=NC(OC(C)(C)C)=O. The catalyst is C(Cl)Cl. (6) The reactants are Cl.[F:2][C:3]([F:14])([F:13])[CH:4]1[C:9]2[N:10]=[CH:11][NH:12][C:8]=2[CH2:7][CH2:6][NH:5]1.[Cl:15][C:16]1[C:24]([C:25]([F:28])([F:27])[F:26])=[CH:23][CH:22]=[CH:21][C:17]=1[C:18](O)=[O:19].CN(C(ON1N=NC2C=CC=NC1=2)=[N+](C)C)C.F[P-](F)(F)(F)(F)F.CCN(C(C)C)C(C)C. The catalyst is CN(C=O)C.CCOC(C)=O. The product is [Cl:15][C:16]1[C:24]([C:25]([F:27])([F:28])[F:26])=[CH:23][CH:22]=[CH:21][C:17]=1[C:18]([N:5]1[CH2:6][CH2:7][C:8]2[NH:12][CH:11]=[N:10][C:9]=2[CH:4]1[C:3]([F:2])([F:13])[F:14])=[O:19]. The yield is 0.340. (7) The reactants are Br[C:2]1[CH:7]=[CH:6][C:5]([F:8])=[C:4]([F:9])[CH:3]=1.[Li]CCCC.[B:15](OC(C)C)([O:20]C(C)C)[O:16]C(C)C. The catalyst is C1COCC1. The product is [F:9][C:4]1[CH:3]=[C:2]([B:15]([OH:20])[OH:16])[CH:7]=[CH:6][C:5]=1[F:8]. The yield is 0.200.